From a dataset of Retrosynthesis with 50K atom-mapped reactions and 10 reaction types from USPTO. Predict the reactants needed to synthesize the given product. Given the product COC(=O)c1sccc1N(CCN1CCOCC1)S(C)(=O)=O, predict the reactants needed to synthesize it. The reactants are: COC(=O)c1sccc1NS(C)(=O)=O.ClCCN1CCOCC1.